This data is from Catalyst prediction with 721,799 reactions and 888 catalyst types from USPTO. The task is: Predict which catalyst facilitates the given reaction. (1) Reactant: [CH3:1][O:2][C:3]1[CH:4]=[C:5]([CH:27]=[CH:28][C:29]=1[O:30][CH2:31][C:32]1[N:33]=[C:34]([C:38]2[CH:43]=[CH:42][CH:41]=[CH:40][CH:39]=2)[O:35][C:36]=1[CH3:37])[CH2:6][N:7]1[C:19]2[CH:18]=[CH:17][CH:16]=[C:15]([O:20][C:21]([CH3:26])([CH3:25])[C:22]([OH:24])=[O:23])[C:14]=2[C:13]2[C:8]1=[CH:9][CH:10]=[CH:11][CH:12]=2.[OH-].[Na+:45]. The catalyst class is: 41. Product: [CH3:1][O:2][C:3]1[CH:4]=[C:5]([CH:27]=[CH:28][C:29]=1[O:30][CH2:31][C:32]1[N:33]=[C:34]([C:38]2[CH:43]=[CH:42][CH:41]=[CH:40][CH:39]=2)[O:35][C:36]=1[CH3:37])[CH2:6][N:7]1[C:19]2[CH:18]=[CH:17][CH:16]=[C:15]([O:20][C:21]([CH3:26])([CH3:25])[C:22]([O-:24])=[O:23])[C:14]=2[C:13]2[C:8]1=[CH:9][CH:10]=[CH:11][CH:12]=2.[Na+:45]. (2) Reactant: [C:1]([C:4]1[CH:9]=[CH:8][C:7]([N:10]2[C:14]([C:15]3[CH:20]=[CH:19][C:18]([S:21]([CH3:24])(=[O:23])=[O:22])=[CH:17][CH:16]=3)=[CH:13][CH:12]=[C:11]2[CH2:25][CH2:26][C:27]([O:29]CC)=[O:28])=[C:6]([CH3:32])[CH:5]=1)(=[O:3])[NH2:2].O.[OH-].[Li+]. Product: [C:1]([C:4]1[CH:9]=[CH:8][C:7]([N:10]2[C:14]([C:15]3[CH:20]=[CH:19][C:18]([S:21]([CH3:24])(=[O:22])=[O:23])=[CH:17][CH:16]=3)=[CH:13][CH:12]=[C:11]2[CH2:25][CH2:26][C:27]([OH:29])=[O:28])=[C:6]([CH3:32])[CH:5]=1)(=[O:3])[NH2:2]. The catalyst class is: 20. (3) Reactant: [Si]([O:18][CH:19]1[CH2:22][N:21]([C:23]2[S:24][CH:25]=[C:26]([C:28](=[O:51])[N:29]([CH2:31][CH2:32][O:33][Si](C(C)(C)C)(C3C=CC=CC=3)C3C=CC=CC=3)[CH3:30])[N:27]=2)[CH2:20]1)(C(C)(C)C)(C1C=CC=CC=1)C1C=CC=CC=1.[F-].C([N+](CCCC)(CCCC)CCCC)CCC. The catalyst class is: 7. Product: [OH:18][CH:19]1[CH2:22][N:21]([C:23]2[S:24][CH:25]=[C:26]([C:28](=[O:51])[N:29]([CH2:31][CH2:32][OH:33])[CH3:30])[N:27]=2)[CH2:20]1. (4) Product: [NH2:8][C:9]1[S:10][C@:11]2([C:25]([O:27][CH3:28])=[O:26])[C@H:13]([C@:14]([C:17]3[CH:22]=[C:21]([N+:42]([O-:44])=[O:43])[CH:20]=[C:19]([F:23])[C:18]=3[F:24])([CH3:16])[N:15]=1)[CH2:12]2. Reactant: C(OC([N:8](COCC[Si](C)(C)C)[C:9]1[S:10][C@:11]2([C:25]([O:27][CH3:28])=[O:26])[C@H:13]([C@:14]([C:17]3[CH:22]=[CH:21][CH:20]=[C:19]([F:23])[C:18]=3[F:24])([CH3:16])[N:15]=1)[CH2:12]2)=O)(C)(C)C.S(=O)(=O)(O)O.[N+:42]([O-])([O-:44])=[O:43].[Na+].[O-]P([O-])([O-])=O.[K+].[K+].[K+].[OH-].[Na+]. The catalyst class is: 2. (5) Reactant: Cl[C:2]([O:4][C:5]1[CH:10]=[CH:9][CH:8]=[CH:7][CH:6]=1)=[O:3].[NH2:11][C:12]1[C:13]([O:27][CH3:28])=[C:14]([NH:22][S:23]([CH3:26])(=[O:25])=[O:24])[CH:15]=[C:16]([C:18]([CH3:21])([CH3:20])[CH3:19])[CH:17]=1.C([O-])(O)=O.[Na+]. Product: [C:18]([C:16]1[CH:15]=[C:14]([NH:22][S:23]([CH3:26])(=[O:25])=[O:24])[C:13]([O:27][CH3:28])=[C:12]([NH:11][C:2](=[O:3])[O:4][C:5]2[CH:10]=[CH:9][CH:8]=[CH:7][CH:6]=2)[CH:17]=1)([CH3:21])([CH3:19])[CH3:20]. The catalyst class is: 76. (6) Reactant: [F:1][C:2]1[CH:3]=[C:4]([C@H:9]2[CH2:13][CH2:12][CH2:11][N:10]2[C:14]2[CH:19]=[CH:18][N:17]3[N:20]=[CH:21][C:22]([C:23]([OH:25])=O)=[C:16]3[N:15]=2)[C:5]([CH3:8])=[N:6][CH:7]=1.C1C=C[C:29]2N(O)N=[N:32][C:30]=2[CH:31]=1.CCN=C=NCCCN(C)C.C(N(CC)CC)C.C1(N)CC1. Product: [CH:30]1([NH:32][C:23]([C:22]2[CH:21]=[N:20][N:17]3[CH:18]=[CH:19][C:14]([N:10]4[CH2:11][CH2:12][CH2:13][CH:9]4[C:4]4[C:5]([CH3:8])=[N:6][CH:7]=[C:2]([F:1])[CH:3]=4)=[N:15][C:16]=23)=[O:25])[CH2:31][CH2:29]1. The catalyst class is: 2. (7) Reactant: Cl[C:2]1[C:7]([Cl:8])=[CH:6][CH:5]=[CH:4][N:3]=1.[NH:9]1[CH2:14][CH2:13][NH:12][CH2:11][CH2:10]1.C(N(CC)CC)C. Product: [Cl:8][C:7]1[C:2]([N:9]2[CH2:14][CH2:13][NH:12][CH2:11][CH2:10]2)=[N:3][CH:4]=[CH:5][CH:6]=1. The catalyst class is: 16.